From a dataset of Microsomal clearance measurements from AstraZeneca. Regression/Classification. Given a drug SMILES string, predict its absorption, distribution, metabolism, or excretion properties. Task type varies by dataset: regression for continuous measurements (e.g., permeability, clearance, half-life) or binary classification for categorical outcomes (e.g., BBB penetration, CYP inhibition). For this dataset (clearance_microsome_az), we predict log10(clearance) (log10 of the in vitro intrinsic clearance, CLint, in uL/min per mg of human liver microsomal protein, equivalently mL/min/g; values are censored to the assay range of 3 to 150, which is 0.477 to 2.18 on this log10 scale). (1) The molecule is O=c1[nH]c2c(O)ccc([C@@H](O)CNCCc3cccc(CNCCc4c(Cl)cccc4Cl)c3)c2s1. The log10(clearance) is 1.80. (2) The molecule is CN(C)C(=O)C(CCN1CCC(O)(c2ccc(Cl)cc2)CC1)(c1ccccc1)c1ccccc1. The log10(clearance) is 1.66. (3) The molecule is C[C@H](NC(=O)c1cccc2c1N(Cc1ccc(Cl)cc1)CC2)c1ccc(C(=O)O)cc1. The log10(clearance) is 1.20. (4) The molecule is CCN(C(=O)Cc1ccc(S(C)(=O)=O)cc1)C1CCN(CCC(c2ccccc2)c2ccccc2)CC1. The log10(clearance) is 1.20.